From a dataset of Full USPTO retrosynthesis dataset with 1.9M reactions from patents (1976-2016). Predict the reactants needed to synthesize the given product. (1) The reactants are: [Cl:1][C:2]1[CH:3]=[C:4]([C:15](=[O:17])[CH3:16])[CH:5]=[C:6]([N:8]2[CH2:13][CH2:12][N:11]([CH3:14])[CH2:10][CH2:9]2)[CH:7]=1.[OH-].[K+].C([O:24][C:25](=[O:36])/[CH:26]=[CH:27]/[C:28]1[CH:33]=[CH:32][C:31]([CH:34]=O)=[CH:30][CH:29]=1)(C)(C)C. Given the product [Cl:1][C:2]1[CH:3]=[C:4]([C:15](=[O:17])/[CH:16]=[CH:34]/[C:31]2[CH:30]=[CH:29][C:28](/[CH:27]=[CH:26]/[C:25]([OH:36])=[O:24])=[CH:33][CH:32]=2)[CH:5]=[C:6]([N:8]2[CH2:9][CH2:10][N:11]([CH3:14])[CH2:12][CH2:13]2)[CH:7]=1, predict the reactants needed to synthesize it. (2) Given the product [C:1]([O:5][C:6]([N:8]1[CH2:9][CH2:10][CH:11]([C:14]2[CH:23]=[CH:22][C:21]3[CH2:20][CH2:19][CH2:18][NH:17][C:16]=3[N:15]=2)[CH2:12][CH2:13]1)=[O:7])([CH3:4])([CH3:2])[CH3:3], predict the reactants needed to synthesize it. The reactants are: [C:1]([O:5][C:6]([N:8]1[CH2:13][CH2:12][CH:11]([C:14]2[CH:23]=[CH:22][C:21]3[C:16](=[N:17][CH:18]=[CH:19][CH:20]=3)[N:15]=2)[CH2:10][CH2:9]1)=[O:7])([CH3:4])([CH3:3])[CH3:2]. (3) Given the product [CH3:28][O:23][C:22](=[O:25])[C:6]1[CH:5]=[CH:4][CH:9]=[CH:8][C:7]=1[N:10]1[CH2:11][CH2:12][N:13]([CH2:18][CH2:19][O:20][CH3:21])[CH2:14][CH2:15]1, predict the reactants needed to synthesize it. The reactants are: COC(=O)[C:4]1[CH:9]=[CH:8][C:7]([N:10]2[CH2:15][CH2:14][NH:13][CH2:12][CH2:11]2)=[CH:6][CH:5]=1.Br[CH2:18][CH2:19][O:20][CH3:21].[C:22](=[O:25])([O-])[O-:23].[K+].[K+].[C:28](#N)C. (4) Given the product [Br:13][C:8]1[CH:7]=[C:6]([F:5])[C:11]([F:12])=[CH:10][C:9]=1[N+:1]([O-:4])=[O:2], predict the reactants needed to synthesize it. The reactants are: [N+:1]([O-:4])(O)=[O:2].[F:5][C:6]1[CH:7]=[C:8]([Br:13])[CH:9]=[CH:10][C:11]=1[F:12]. (5) Given the product [CH2:12]([O:11][C:2]1[CH:9]=[C:8]([O:18][CH2:17][CH3:16])[CH:7]=[CH:6][C:3]=1[C:4]#[N:5])[CH3:13], predict the reactants needed to synthesize it. The reactants are: F[C:2]1[CH:9]=[C:8](F)[CH:7]=[CH:6][C:3]=1[C:4]#[N:5].[O-:11][CH2:12][CH3:13].[K+].C1C[O:18][CH2:17][CH2:16]1.